Task: Predict which catalyst facilitates the given reaction.. Dataset: Catalyst prediction with 721,799 reactions and 888 catalyst types from USPTO Reactant: [CH:1]([N:4]1[C:9]2[N:10]=[C:11](S(C)=O)[N:12]=[CH:13][C:8]=2[CH:7]=[CH:6][C:5]1=[O:17])([CH3:3])[CH3:2].[CH3:18][N:19]1[CH2:24][CH2:23][N:22]([C:25]2[CH:31]=[CH:30][C:28]([NH2:29])=[CH:27][CH:26]=2)[CH2:21][CH2:20]1.[O-2].[Al+3].[O-2].[O-2].[Al+3]. Product: [CH:1]([N:4]1[C:9]2[N:10]=[C:11]([NH:29][C:28]3[CH:27]=[CH:26][C:25]([N:22]4[CH2:21][CH2:20][N:19]([CH3:18])[CH2:24][CH2:23]4)=[CH:31][CH:30]=3)[N:12]=[CH:13][C:8]=2[CH:7]=[CH:6][C:5]1=[O:17])([CH3:3])[CH3:2]. The catalyst class is: 22.